The task is: Predict which catalyst facilitates the given reaction.. This data is from Catalyst prediction with 721,799 reactions and 888 catalyst types from USPTO. (1) Reactant: Br[C:2]1[CH:7]=[CH:6][C:5]([O:8][CH3:9])=[CH:4][N:3]=1.C([Li])CCC.[C:15]1(=[O:19])[CH2:18][CH2:17][CH2:16]1. Product: [CH3:9][O:8][C:5]1[CH:6]=[CH:7][C:2]([C:15]2([OH:19])[CH2:18][CH2:17][CH2:16]2)=[N:3][CH:4]=1. The catalyst class is: 1. (2) Reactant: [CH3:1][C:2]1[N:7]=[C:6]2[N:8]=[C:9]([N:11]3[CH:17]4[CH2:18][CH2:19][N:14]([CH2:15][CH2:16]4)[CH2:13][CH2:12]3)[O:10][C:5]2=[CH:4][CH:3]=1.[N+:20]([O-])([OH:22])=[O:21].C([O-])(O)=O.[Na+].[OH-].[Na+]. Product: [CH3:1][C:2]1[N:7]=[C:6]2[N:8]=[C:9]([N:11]3[CH:17]4[CH2:16][CH2:15][N:14]([CH2:19][CH2:18]4)[CH2:13][CH2:12]3)[O:10][C:5]2=[CH:4][C:3]=1[N+:20]([O-:22])=[O:21]. The catalyst class is: 65. (3) Reactant: [CH3:1][C:2]1[C:7]([C:8]2[CH:13]=[CH:12][N:11]=[C:10]([S:14][CH3:15])[N:9]=2)=[CH:6][N:5]=[C:4]([NH2:16])[N:3]=1.C1C=C(Cl)C=C(C(OO)=[O:25])C=1. Product: [CH3:15][S:14]([C:10]1[N:9]=[C:8]([C:7]2[C:2]([CH3:1])=[N:3][C:4]([NH2:16])=[N:5][CH:6]=2)[CH:13]=[CH:12][N:11]=1)=[O:25]. The catalyst class is: 34. (4) Reactant: [Br:1][C:2]1[CH:3]=[C:4]([C:8]2([C:12]#N)[CH2:11][CH2:10][CH2:9]2)[CH:5]=[CH:6][CH:7]=1.[OH-:14].[K+].[OH2:16].Cl. Product: [Br:1][C:2]1[CH:3]=[C:4]([C:8]2([C:12]([OH:16])=[O:14])[CH2:11][CH2:10][CH2:9]2)[CH:5]=[CH:6][CH:7]=1. The catalyst class is: 351. (5) Reactant: Cl[C:2]1[N:7]=[C:6]([NH:8][CH:9]2[CH2:17][CH:16]3[N:12]([CH2:13][CH2:14][CH2:15]3)[CH2:11][CH2:10]2)[C:5]([F:18])=[CH:4][N:3]=1.[NH2:19][C:20]1[C:21]([F:36])=[CH:22][C:23]([CH:33]2[CH2:35][CH2:34]2)=[C:24]([N:26]2[C:30](=[O:31])[N:29]([CH3:32])[N:28]=[N:27]2)[CH:25]=1.O.C1(C)C=CC(S(O)(=O)=O)=CC=1. Product: [F:18][C:5]1[C:6]([NH:8][CH:9]2[CH2:17][CH:16]3[N:12]([CH2:13][CH2:14][CH2:15]3)[CH2:11][CH2:10]2)=[N:7][C:2]([NH:19][C:20]2[C:21]([F:36])=[CH:22][C:23]([CH:33]3[CH2:35][CH2:34]3)=[C:24]([N:26]3[C:30](=[O:31])[N:29]([CH3:32])[N:28]=[N:27]3)[CH:25]=2)=[N:3][CH:4]=1. The catalyst class is: 32. (6) Reactant: [Cl:1][C:2]1[CH:7]=[C:6]([O:8][C:9]2[CH:10]=[CH:11][C:12]([NH2:15])=[N:13][CH:14]=2)[CH:5]=[CH:4][N:3]=1.N1C=CC=CC=1.[O:22]=[C:23]1[N:27]([CH:28]2[CH2:33][CH2:32][O:31][CH2:30][CH2:29]2)[CH2:26][CH2:25][N:24]1[C:34](Cl)=[O:35]. Product: [Cl:1][C:2]1[CH:7]=[C:6]([O:8][C:9]2[CH:10]=[CH:11][C:12]([NH:15][C:34]([N:24]3[CH2:25][CH2:26][N:27]([CH:28]4[CH2:33][CH2:32][O:31][CH2:30][CH2:29]4)[C:23]3=[O:22])=[O:35])=[N:13][CH:14]=2)[CH:5]=[CH:4][N:3]=1. The catalyst class is: 2. (7) Reactant: [OH:1][C:2]1[CH:7]=[CH:6][C:5]([C@H:8](/[CH:15]=[CH:16]/[CH3:17])[CH2:9][C:10]([O:12][CH2:13][CH3:14])=[O:11])=[CH:4][CH:3]=1.[CH2:18]([O:22][C:23]1[CH:28]=[CH:27][C:26]([O:29][CH3:30])=[CH:25][C:24]=1[C:31]1[CH:36]=[C:35]([CH2:37]Cl)[CH:34]=[CH:33][C:32]=1[C:39]([CH3:42])([CH3:41])[CH3:40])[CH2:19][CH2:20][CH3:21].C(=O)([O-])[O-].[Cs+].[Cs+]. Product: [CH2:18]([O:22][C:23]1[CH:28]=[CH:27][C:26]([O:29][CH3:30])=[CH:25][C:24]=1[C:31]1[C:32]([C:39]([CH3:42])([CH3:41])[CH3:40])=[CH:33][CH:34]=[C:35]([CH2:37][O:1][C:2]2[CH:3]=[CH:4][C:5]([C@H:8](/[CH:15]=[CH:16]/[CH3:17])[CH2:9][C:10]([O:12][CH2:13][CH3:14])=[O:11])=[CH:6][CH:7]=2)[CH:36]=1)[CH2:19][CH2:20][CH3:21]. The catalyst class is: 31.